Predict which catalyst facilitates the given reaction. From a dataset of Catalyst prediction with 721,799 reactions and 888 catalyst types from USPTO. Reactant: [CH3:1][O:2][C:3]1[C:4](=[O:12])[C:5]([O:10][CH3:11])=[CH:6][C:7](=[O:9])[CH:8]=1.[H][H]. Product: [CH3:11][O:10][C:5]1[CH:6]=[C:7]([OH:9])[CH:8]=[C:3]([O:2][CH3:1])[C:4]=1[OH:12]. The catalyst class is: 227.